This data is from Full USPTO retrosynthesis dataset with 1.9M reactions from patents (1976-2016). The task is: Predict the reactants needed to synthesize the given product. (1) Given the product [Cl:1][C:2]1[CH:10]=[CH:9][C:8]([S:11](=[O:13])(=[O:12])[NH:18][CH:15]2[CH2:17][CH2:16]2)=[CH:7][C:3]=1[C:4]([OH:6])=[O:5], predict the reactants needed to synthesize it. The reactants are: [Cl:1][C:2]1[CH:10]=[CH:9][C:8]([S:11](Cl)(=[O:13])=[O:12])=[CH:7][C:3]=1[C:4]([OH:6])=[O:5].[CH:15]1([NH2:18])[CH2:17][CH2:16]1. (2) Given the product [I:13][C:10]1[CH:11]=[CH:12][C:7]([C:17]2([OH:21])[CH2:18][CH2:19][CH2:20][O:14][CH2:15][CH2:16]2)=[CH:8][CH:9]=1, predict the reactants needed to synthesize it. The reactants are: C([Li])CCC.I[C:7]1[CH:12]=[CH:11][C:10]([I:13])=[CH:9][CH:8]=1.[O:14]1[CH2:20][CH2:19][CH2:18][C:17](=[O:21])[CH2:16][CH2:15]1.[Cl-].[NH4+]. (3) The reactants are: [N:1]1([CH2:6][CH2:7][CH2:8][NH:9][S:10]([C:13]2[CH:18]=[CH:17][C:16]([CH3:19])=[C:15]([S:20]([C:22]3[CH:27]=[CH:26][CH:25]=[CH:24][CH:23]=3)=[O:21])[CH:14]=2)(=[O:12])=[O:11])[CH:5]=[CH:4][N:3]=[CH:2]1.ClC1C=CC=C(C(OO)=[O:36])C=1. Given the product [N:1]1([CH2:6][CH2:7][CH2:8][NH:9][S:10]([C:13]2[CH:18]=[CH:17][C:16]([CH3:19])=[C:15]([S:20]([C:22]3[CH:27]=[CH:26][CH:25]=[CH:24][CH:23]=3)(=[O:36])=[O:21])[CH:14]=2)(=[O:12])=[O:11])[CH:5]=[CH:4][N:3]=[CH:2]1, predict the reactants needed to synthesize it. (4) Given the product [F:29][C:30]1[CH:31]=[C:32]([CH:36]=[C:37]([F:41])[C:38]=1[O:39][CH3:40])[C:33]([N:3]1[C:4]2[CH:9]=[CH:8][CH:7]=[CH:6][C:5]=2[S:1][CH2:2]1)=[O:34], predict the reactants needed to synthesize it. The reactants are: [S:1]1[C:5]2[CH:6]=[CH:7][CH:8]=[CH:9][C:4]=2[NH:3][CH2:2]1.NC1C=CC=CC=1S.C=O.C(N(C(C)C)CC)(C)C.[F:29][C:30]1[CH:31]=[C:32]([CH:36]=[C:37]([F:41])[C:38]=1[O:39][CH3:40])[C:33](Cl)=[O:34]. (5) Given the product [Br:15][C:16]1[CH:17]=[CH:18][C:19]2[O:23][N:22]=[C:21]([O:24][CH2:14][CH:12]3[CH2:13][CH2:9][O:11]3)[C:20]=2[CH:25]=1, predict the reactants needed to synthesize it. The reactants are: [CH3:13][CH:12]([O:11][C:9](/N=N/[C:9]([O:11][CH:12]([CH3:14])[CH3:13])=O)=O)[CH3:14].[Br:15][C:16]1[CH:17]=[CH:18][C:19]2[O:23][N:22]=[C:21]([OH:24])[C:20]=2[CH:25]=1.C1(P(C2C=CC=CC=2)C2C=CC=CC=2)C=CC=CC=1.O1CCC1CO. (6) Given the product [NH2:22][CH2:21][C:18]1[C:19]([NH2:20])=[N:7][C:6]([C:5]2[CH:9]=[CH:10][CH:11]=[C:3]([C:2]([F:12])([F:13])[F:1])[CH:4]=2)=[N:8][C:17]=1[C:16]1[CH:23]=[CH:24][C:25]([Cl:27])=[CH:26][C:15]=1[Cl:14], predict the reactants needed to synthesize it. The reactants are: [F:1][C:2]([F:13])([F:12])[C:3]1[CH:4]=[C:5]([CH:9]=[CH:10][CH:11]=1)[C:6]([NH2:8])=[NH:7].[Cl:14][C:15]1[CH:26]=[C:25]([Cl:27])[CH:24]=[CH:23][C:16]=1[CH:17]=[C:18]([C:21]#[N:22])[C:19]#[N:20].